Dataset: Forward reaction prediction with 1.9M reactions from USPTO patents (1976-2016). Task: Predict the product of the given reaction. (1) The product is: [Br:1][C:2]1[CH:7]=[CH:6][CH:5]=[CH:4][C:3]=1[O:14][CH2:13][CH2:12][O:11][CH3:9]. Given the reactants [Br:1][C:2]1[CH:7]=[CH:6][CH:5]=[CH:4][C:3]=1F.[CH2:9]([O:11][CH2:12][CH2:13][OH:14])C, predict the reaction product. (2) Given the reactants [Cl:1][C:2]1[CH:3]=[C:4]2[CH:10]=[C:9]([C:11]([OH:13])=O)[NH:8][C:5]2=[CH:6][N:7]=1.[Cl:14][C:15]1[CH:25]=[CH:24][CH:23]=[C:22]([F:26])[C:16]=1[CH2:17][S:18][CH2:19][CH2:20][NH2:21], predict the reaction product. The product is: [Cl:14][C:15]1[CH:25]=[CH:24][CH:23]=[C:22]([F:26])[C:16]=1[CH2:17][S:18][CH2:19][CH2:20][NH:21][C:11]([C:9]1[NH:8][C:5]2=[CH:6][N:7]=[C:2]([Cl:1])[CH:3]=[C:4]2[CH:10]=1)=[O:13].